From a dataset of CYP2D6 inhibition data for predicting drug metabolism from PubChem BioAssay. Regression/Classification. Given a drug SMILES string, predict its absorption, distribution, metabolism, or excretion properties. Task type varies by dataset: regression for continuous measurements (e.g., permeability, clearance, half-life) or binary classification for categorical outcomes (e.g., BBB penetration, CYP inhibition). Dataset: cyp2d6_veith. (1) The drug is O=c1c(-c2ccc(F)cc2)nc2cnc(N3CCOCC3)nc2n1-c1ccccc1. The result is 0 (non-inhibitor). (2) The drug is NC[C@@H](O)CSP(=O)(O)O. The result is 0 (non-inhibitor). (3) The compound is O=C(c1c(F)cccc1F)N1CCN(c2ccccc2F)CC1. The result is 0 (non-inhibitor).